Dataset: Full USPTO retrosynthesis dataset with 1.9M reactions from patents (1976-2016). Task: Predict the reactants needed to synthesize the given product. (1) Given the product [O:1]([C:8]1[CH:9]=[C:10]([C:14]23[CH2:21][CH2:20][C:17]([CH2:22][CH2:23][CH2:24][CH:25]=[O:26])([CH2:18][CH2:19]2)[CH2:16][O:15]3)[CH:11]=[CH:12][CH:13]=1)[C:2]1[CH:7]=[CH:6][CH:5]=[CH:4][CH:3]=1, predict the reactants needed to synthesize it. The reactants are: [O:1]([C:8]1[CH:9]=[C:10]([C:14]23[CH2:21][CH2:20][C:17]([CH2:22][CH2:23][CH2:24][CH2:25][OH:26])([CH2:18][CH2:19]2)[CH2:16][O:15]3)[CH:11]=[CH:12][CH:13]=1)[C:2]1[CH:7]=[CH:6][CH:5]=[CH:4][CH:3]=1.CC(OI1(OC(C)=O)(OC(C)=O)OC(=O)C2C=CC=CC1=2)=O.C([O-])(O)=O.[Na+].[O-]S([O-])(=S)=O.[Na+].[Na+]. (2) Given the product [F:57][C:58]1[CH:63]=[CH:62][CH:61]=[CH:60][C:59]=1[NH:64][C:65](=[O:66])[NH:32][C:33]1[CH:34]=[CH:35][C:36]([C:39]2[S:43][C:42]([CH:44]3[CH2:45][CH2:46][N:47]([C:50]([O:52][C:53]([CH3:56])([CH3:55])[CH3:54])=[O:51])[CH2:48][CH2:49]3)=[N:41][CH:40]=2)=[CH:37][CH:38]=1, predict the reactants needed to synthesize it. The reactants are: FC(F)(F)C1C=C(NC(=O)NC2C=CC(C3SC(CCC(OC)=O)=NC=3)=CC=2)C=CC=1.[NH2:32][C:33]1[CH:38]=[CH:37][C:36]([C:39]2[S:43][C:42]([CH:44]3[CH2:49][CH2:48][N:47]([C:50]([O:52][C:53]([CH3:56])([CH3:55])[CH3:54])=[O:51])[CH2:46][CH2:45]3)=[N:41][CH:40]=2)=[CH:35][CH:34]=1.[F:57][C:58]1[CH:63]=[CH:62][CH:61]=[CH:60][C:59]=1[N:64]=[C:65]=[O:66]. (3) Given the product [Cl:1][C:2]1[CH:3]=[C:4]([CH:21]=[CH:22][C:23]=1[O:24][CH3:25])[CH2:5][NH:6][C:7]1[C:12]([C:13]([OH:15])=[O:14])=[C:11]([O:17][CH3:18])[N:10]=[C:9]([S:19][CH3:20])[N:8]=1, predict the reactants needed to synthesize it. The reactants are: [Cl:1][C:2]1[CH:3]=[C:4]([CH:21]=[CH:22][C:23]=1[O:24][CH3:25])[CH2:5][NH:6][C:7]1[C:12]([C:13]([O:15]C)=[O:14])=[C:11]([O:17][CH3:18])[N:10]=[C:9]([S:19][CH3:20])[N:8]=1.CSC1N=C(NCC2C=CC(OC)=C(Cl)C=2)C(C(OCC)=O)=CN=1.[OH-].[Na+].C(O)(=O)CC(CC(O)=O)(C(O)=O)O. (4) Given the product [O:1]1[C:5]2[CH:6]=[CH:7][C:8]([CH:10]([NH:21][C@H:22]([C:27]([O:29][CH3:30])=[O:28])[CH2:23][CH:24]([CH3:25])[CH3:26])[C:11]([N:13]([CH3:14])[CH3:31])=[O:12])=[CH:9][C:4]=2[CH:3]=[CH:2]1, predict the reactants needed to synthesize it. The reactants are: [O:1]1[C:5]2[CH:6]=[CH:7][C:8]([C@@H:10]([NH:21][C@H:22]([C:27]([O:29][CH3:30])=[O:28])[CH2:23][CH:24]([CH3:26])[CH3:25])[C:11]([NH:13][C:14]3C=CC=CC=3O)=[O:12])=[CH:9][C:4]=2[CH:3]=[CH:2]1.[C:31](N1C=CN=C1)(N1C=CN=C1)=S.[NH2+]1C2C=CC=CC=2N=N1.CNC. (5) Given the product [CH:2]([C:3]1[C:4]([CH3:20])=[C:5]([O:10][CH2:11][C:12]2[CH:19]=[CH:18][C:15]([C:16]#[N:17])=[CH:14][CH:13]=2)[C:6]([CH3:9])=[N:7][CH:8]=1)=[O:1], predict the reactants needed to synthesize it. The reactants are: [OH:1][CH2:2][C:3]1[C:4]([CH3:20])=[C:5]([O:10][CH2:11][C:12]2[CH:19]=[CH:18][C:15]([C:16]#[N:17])=[CH:14][CH:13]=2)[C:6]([CH3:9])=[N:7][CH:8]=1. (6) The reactants are: C1(S([N:10]2[C:14]3=[N:15][CH:16]=[C:17]([F:19])[CH:18]=[C:13]3[CH:12]=[C:11]2[C:20]([C:28]2[CH:33]=[CH:32][C:31]([S:34]([CH3:37])(=[O:36])=[O:35])=[CH:30][CH:29]=2)=[CH:21][CH:22]2[CH2:27][CH2:26][O:25][CH2:24][CH2:23]2)(=O)=O)C=CC=CC=1.[F-].C([N+](CCCC)(CCCC)CCCC)CCC.O1CCCC1. Given the product [F:19][C:17]1[CH:18]=[C:13]2[CH:12]=[C:11](/[C:20](/[C:28]3[CH:33]=[CH:32][C:31]([S:34]([CH3:37])(=[O:36])=[O:35])=[CH:30][CH:29]=3)=[CH:21]/[CH:22]3[CH2:27][CH2:26][O:25][CH2:24][CH2:23]3)[NH:10][C:14]2=[N:15][CH:16]=1, predict the reactants needed to synthesize it.